From a dataset of Peptide-MHC class I binding affinity with 185,985 pairs from IEDB/IMGT. Regression. Given a peptide amino acid sequence and an MHC pseudo amino acid sequence, predict their binding affinity value. This is MHC class I binding data. (1) The peptide sequence is SPMCKGSRCW. The MHC is Mamu-B17 with pseudo-sequence Mamu-B17. The binding affinity (normalized) is 0. (2) The peptide sequence is EKDSNHNVL. The MHC is HLA-B15:17 with pseudo-sequence HLA-B15:17. The binding affinity (normalized) is 0.0847. (3) The peptide sequence is KLITFLFVI. The MHC is HLA-A02:01 with pseudo-sequence HLA-A02:01. The binding affinity (normalized) is 0.750. (4) The peptide sequence is WIKTISKRM. The MHC is HLA-A02:01 with pseudo-sequence HLA-A02:01. The binding affinity (normalized) is 0.0693. (5) The peptide sequence is YQNEVTPEY. The MHC is HLA-A26:02 with pseudo-sequence HLA-A26:02. The binding affinity (normalized) is 0.0847.